Task: Predict the product of the given reaction.. Dataset: Forward reaction prediction with 1.9M reactions from USPTO patents (1976-2016) (1) Given the reactants [CH2:1]([N:4]([C:22]([O:24][CH2:25][C:26]1[CH:31]=[CH:30][CH:29]=[CH:28][CH:27]=1)=[O:23])[C:5]1[C:10](=[O:11])[N:9]2[C@H:12]([C:19]([OH:21])=[O:20])[CH2:13][C@:14](N=[N+]=[N-])([CH3:15])[C:8]2=[N:7][CH:6]=1)[CH:2]=[CH2:3].[C:32]([O:36][C:37](=[O:80])[CH2:38][C@@]1(C)C2=NC=C(N(CC=C)C(OCC3C=CC=CC=3)=O)C(=O)N2[C@@H](C(N(C(OC(C)(C)C)=O)C2C=CC=CC=2)=O)C1)([CH3:35])([CH3:34])[CH3:33], predict the reaction product. The product is: [CH2:1]([N:4]([C:22]([O:24][CH2:25][C:26]1[CH:31]=[CH:30][CH:29]=[CH:28][CH:27]=1)=[O:23])[C:5]1[C:10](=[O:11])[N:9]2[C@@H:12]([C:19]([OH:21])=[O:20])[CH2:13][C@:14]([CH2:38][C:37]([O:36][C:32]([CH3:35])([CH3:34])[CH3:33])=[O:80])([CH3:15])[C:8]2=[N:7][CH:6]=1)[CH:2]=[CH2:3]. (2) Given the reactants [CH3:1][N:2]1[CH2:7][CH2:6][NH:5][CH2:4][CH2:3]1.[C:8]([C:12]1[CH:16]=[C:15]([NH:17][C:18]([NH:20][C@@H:21]2[C:30]3[C:25](=[CH:26][CH:27]=[CH:28][CH:29]=3)[C@H:24]([O:31][C:32]3[CH:33]=[CH:34][C:35]4[N:36]([C:38]([N:41]5[C@H:46]([CH3:47])[CH2:45][CH2:44][CH2:43][C@@H:42]5[CH3:48])=[N:39][N:40]=4)[CH:37]=3)[CH2:23][CH2:22]2)=[O:19])[N:14]([C:49]2[CH:50]=[C:51]([CH:60]=[CH:61][CH:62]=2)[O:52][CH2:53][CH2:54]OS(C)(=O)=O)[N:13]=1)([CH3:11])([CH3:10])[CH3:9], predict the reaction product. The product is: [C:8]([C:12]1[CH:16]=[C:15]([NH:17][C:18]([NH:20][C@@H:21]2[C:30]3[C:25](=[CH:26][CH:27]=[CH:28][CH:29]=3)[C@H:24]([O:31][C:32]3[CH:33]=[CH:34][C:35]4[N:36]([C:38]([N:41]5[C@H:42]([CH3:48])[CH2:43][CH2:44][CH2:45][C@@H:46]5[CH3:47])=[N:39][N:40]=4)[CH:37]=3)[CH2:23][CH2:22]2)=[O:19])[N:14]([C:49]2[CH:62]=[CH:61][CH:60]=[C:51]([O:52][CH2:53][CH2:54][N:5]3[CH2:6][CH2:7][N:2]([CH3:1])[CH2:3][CH2:4]3)[CH:50]=2)[N:13]=1)([CH3:10])([CH3:11])[CH3:9].